Dataset: Catalyst prediction with 721,799 reactions and 888 catalyst types from USPTO. Task: Predict which catalyst facilitates the given reaction. (1) Reactant: C(OC([N:8]1[CH2:13][CH2:12][CH:11]([C:14]2[S:15][C:16]([CH2:20][O:21][C:22]3[CH:27]=[CH:26][C:25]([C:28]#[N:29])=[C:24]([Cl:30])[CH:23]=3)=[C:17]([CH3:19])[N:18]=2)[CH2:10][CH2:9]1)=O)(C)(C)C.C(OC(N1CCC(C2SC(CCl)=C(C)N=2)CC1)=O)(C)(C)C.ClC1C=C(O)C=CC=1C#N.FC(F)(F)C(O)=O. Product: [Cl:30][C:24]1[CH:23]=[C:22]([O:21][CH2:20][C:16]2[S:15][C:14]([CH:11]3[CH2:12][CH2:13][NH:8][CH2:9][CH2:10]3)=[N:18][C:17]=2[CH3:19])[CH:27]=[CH:26][C:25]=1[C:28]#[N:29]. The catalyst class is: 4. (2) Reactant: Cl[C:2]1[C:7]([CH:8]([C:10]2[CH:15]=[CH:14][C:13]([CH2:16][CH3:17])=[CH:12][CH:11]=2)O)=[N:6][CH:5]=[CH:4][N:3]=1.[OH-].[K+].C([O-])([O-])=O.[K+].[K+].[CH2:26]([OH:33])[C:27]1[CH:32]=[CH:31][CH:30]=[CH:29][CH:28]=1.COCCOCCN(CCOCCOC)CCOCCOC. Product: [CH2:26]([O:33][C:2]1[C:7]([CH2:8][C:10]2[CH:15]=[CH:14][C:13]([CH2:16][CH3:17])=[CH:12][CH:11]=2)=[N:6][CH:5]=[CH:4][N:3]=1)[C:27]1[CH:32]=[CH:31][CH:30]=[CH:29][CH:28]=1. The catalyst class is: 93. (3) Reactant: [H-].[Li+].[Al+3].[H-].[H-].[H-].[Si:7]([O:14][C@H:15]1[C@H:19]2[O:20][CH2:21][CH:22]([CH2:23][C:24](OCC)=[O:25])[C@H:18]2[O:17][CH2:16]1)([C:10]([CH3:13])([CH3:12])[CH3:11])([CH3:9])[CH3:8].[OH-].[Na+].[O-]S([O-])(=O)=O.[Mg+2]. Product: [Si:7]([O:14][C@H:15]1[C@H:19]2[O:20][CH2:21][CH:22]([CH2:23][CH2:24][OH:25])[C@H:18]2[O:17][CH2:16]1)([C:10]([CH3:13])([CH3:12])[CH3:11])([CH3:9])[CH3:8]. The catalyst class is: 20. (4) Reactant: [CH:1]1([C:4]2[CH:5]=[C:6]([C:18]([OH:20])=O)[C:7]3[C:12]([CH3:13])=[N:11][N:10]([C:14]([CH3:17])([CH3:16])[CH3:15])[C:8]=3[N:9]=2)[CH2:3][CH2:2]1.[NH2:21][CH2:22][C:23]1[C:24](=[O:33])[NH:25][C:26]([CH3:32])=[CH:27][C:28]=1[CH2:29][CH2:30][CH3:31].ON1C2N=CC=CC=2N=N1.C(Cl)CCl.CN1CCOCC1. Product: [CH:1]1([C:4]2[CH:5]=[C:6]([C:18]([NH:21][CH2:22][C:23]3[C:24](=[O:33])[NH:25][C:26]([CH3:32])=[CH:27][C:28]=3[CH2:29][CH2:30][CH3:31])=[O:20])[C:7]3[C:12]([CH3:13])=[N:11][N:10]([C:14]([CH3:15])([CH3:17])[CH3:16])[C:8]=3[N:9]=2)[CH2:3][CH2:2]1. The catalyst class is: 58. (5) Reactant: [Br:1][C:2]1[CH:10]=[CH:9][C:5]2[O:6][CH2:7][O:8][C:4]=2[CH:3]=1.FC(F)(F)C(O)=O.[I:18]N1C(=O)CCC1=O. Product: [Br:1][C:2]1[C:10]([I:18])=[CH:9][C:5]2[O:6][CH2:7][O:8][C:4]=2[CH:3]=1. The catalyst class is: 10. (6) Reactant: [C:1]([N:8]1[CH2:12][CH2:11][CH:10]([NH2:13])[C:9]1=O)([O:3][C:4]([CH3:7])([CH3:6])[CH3:5])=[O:2].Cl[C:16]1[N:21]=[CH:20][CH:19]=[CH:18][N:17]=1.C(N(C(C)C)CC)(C)C. The catalyst class is: 32. Product: [N:17]1[CH:18]=[CH:19][CH:20]=[N:21][C:16]=1[NH:13][CH:10]1[CH2:11][CH2:12][N:8]([C:1]([O:3][C:4]([CH3:7])([CH3:6])[CH3:5])=[O:2])[CH2:9]1. (7) Reactant: [CH3:1][O:2][C:3]1[CH:8]=[CH:7][C:6]([CH2:9][CH:10]([NH:12][CH2:13][CH3:14])[CH3:11])=[CH:5][CH:4]=1.[O:15]=[C:16]1[CH2:22][CH2:21][CH2:20][CH2:19][CH2:18][N:17]1[CH2:23][CH:24]=O.C(O[BH-](OC(=O)C)OC(=O)C)(=O)C.[Na+]. Product: [CH2:13]([N:12]([CH:10]([CH3:11])[CH2:9][C:6]1[CH:7]=[CH:8][C:3]([O:2][CH3:1])=[CH:4][CH:5]=1)[CH2:24][CH2:23][N:17]1[CH2:18][CH2:19][CH2:20][CH2:21][CH2:22][C:16]1=[O:15])[CH3:14]. The catalyst class is: 26. (8) Reactant: C([O:3][C:4](=[O:32])[CH2:5][C:6]1[CH:11]=[CH:10][C:9]([C:12]#[C:13][C:14]2[CH:15]=[C:16]3[C:21](=[C:22]([CH:24]4[CH2:26][CH2:25]4)[CH:23]=2)[O:20][C:19]([CH3:28])([CH3:27])[CH2:18][C:17]3([CH3:30])[CH3:29])=[CH:8][C:7]=1[F:31])C.CO.[OH-].[Na+].O. Product: [CH:24]1([C:22]2[CH:23]=[C:14]([C:13]#[C:12][C:9]3[CH:10]=[CH:11][C:6]([CH2:5][C:4]([OH:32])=[O:3])=[C:7]([F:31])[CH:8]=3)[CH:15]=[C:16]3[C:21]=2[O:20][C:19]([CH3:27])([CH3:28])[CH2:18][C:17]3([CH3:30])[CH3:29])[CH2:25][CH2:26]1. The catalyst class is: 10. (9) Reactant: [F:1][C:2]1[CH:3]=[C:4]([CH:32]=[CH:33][C:34]=1[F:35])[CH2:5][NH:6][C:7]([C:9]1[C:17]2[C:12](=[CH:13][C:14]([O:18][CH:19]([CH3:21])[CH3:20])=[CH:15][CH:16]=2)[N:11]([CH2:22][C:23]2[CH:28]=[CH:27][CH:26]=[CH:25][N:24]=2)[C:10]=1[CH:29]([OH:31])[CH3:30])=[O:8].C[N+]1([O-])CCOCC1. Product: [C:29]([C:10]1[N:11]([CH2:22][C:23]2[CH:28]=[CH:27][CH:26]=[CH:25][N:24]=2)[C:12]2[C:17]([C:9]=1[C:7]([NH:6][CH2:5][C:4]1[CH:32]=[CH:33][C:34]([F:35])=[C:2]([F:1])[CH:3]=1)=[O:8])=[CH:16][CH:15]=[C:14]([O:18][CH:19]([CH3:21])[CH3:20])[CH:13]=2)(=[O:31])[CH3:30]. The catalyst class is: 862.